Dataset: NCI-60 drug combinations with 297,098 pairs across 59 cell lines. Task: Regression. Given two drug SMILES strings and cell line genomic features, predict the synergy score measuring deviation from expected non-interaction effect. (1) Drug 1: CS(=O)(=O)C1=CC(=C(C=C1)C(=O)NC2=CC(=C(C=C2)Cl)C3=CC=CC=N3)Cl. Drug 2: C1=NC2=C(N=C(N=C2N1C3C(C(C(O3)CO)O)F)Cl)N. Cell line: CAKI-1. Synergy scores: CSS=14.3, Synergy_ZIP=-7.91, Synergy_Bliss=-16.4, Synergy_Loewe=-42.7, Synergy_HSA=-16.5. (2) Drug 1: CC1CCC2CC(C(=CC=CC=CC(CC(C(=O)C(C(C(=CC(C(=O)CC(OC(=O)C3CCCCN3C(=O)C(=O)C1(O2)O)C(C)CC4CCC(C(C4)OC)OCCO)C)C)O)OC)C)C)C)OC. Drug 2: C1CC(=O)NC(=O)C1N2C(=O)C3=CC=CC=C3C2=O. Cell line: KM12. Synergy scores: CSS=5.45, Synergy_ZIP=-1.31, Synergy_Bliss=1.12, Synergy_Loewe=-2.59, Synergy_HSA=0.826. (3) Drug 1: C1CN1C2=NC(=NC(=N2)N3CC3)N4CC4. Drug 2: COCCOC1=C(C=C2C(=C1)C(=NC=N2)NC3=CC=CC(=C3)C#C)OCCOC.Cl. Cell line: M14. Synergy scores: CSS=33.8, Synergy_ZIP=1.07, Synergy_Bliss=-0.630, Synergy_Loewe=-8.38, Synergy_HSA=-2.21. (4) Drug 1: C1CCN(CC1)CCOC2=CC=C(C=C2)C(=O)C3=C(SC4=C3C=CC(=C4)O)C5=CC=C(C=C5)O. Drug 2: CC=C1C(=O)NC(C(=O)OC2CC(=O)NC(C(=O)NC(CSSCCC=C2)C(=O)N1)C(C)C)C(C)C. Cell line: NCIH23. Synergy scores: CSS=26.0, Synergy_ZIP=4.06, Synergy_Bliss=1.52, Synergy_Loewe=-36.4, Synergy_HSA=-4.33. (5) Synergy scores: CSS=40.6, Synergy_ZIP=-4.02, Synergy_Bliss=1.48, Synergy_Loewe=3.85, Synergy_HSA=4.02. Cell line: COLO 205. Drug 1: CCC1(CC2CC(C3=C(CCN(C2)C1)C4=CC=CC=C4N3)(C5=C(C=C6C(=C5)C78CCN9C7C(C=CC9)(C(C(C8N6C=O)(C(=O)OC)O)OC(=O)C)CC)OC)C(=O)OC)O.OS(=O)(=O)O. Drug 2: C1=NC2=C(N1)C(=S)N=CN2. (6) Drug 1: CNC(=O)C1=CC=CC=C1SC2=CC3=C(C=C2)C(=NN3)C=CC4=CC=CC=N4. Drug 2: CN1CCC(CC1)COC2=C(C=C3C(=C2)N=CN=C3NC4=C(C=C(C=C4)Br)F)OC. Cell line: BT-549. Synergy scores: CSS=2.55, Synergy_ZIP=1.87, Synergy_Bliss=6.40, Synergy_Loewe=2.98, Synergy_HSA=3.43. (7) Drug 1: CCC1(C2=C(COC1=O)C(=O)N3CC4=CC5=C(C=CC(=C5CN(C)C)O)N=C4C3=C2)O.Cl. Drug 2: C1C(C(OC1N2C=NC(=NC2=O)N)CO)O. Cell line: LOX IMVI. Synergy scores: CSS=59.2, Synergy_ZIP=7.07, Synergy_Bliss=5.92, Synergy_Loewe=-21.6, Synergy_HSA=9.02.